Predict the product of the given reaction. From a dataset of Forward reaction prediction with 1.9M reactions from USPTO patents (1976-2016). Given the reactants [C:1]([C:7]1[C:16]2[C:11](=[C:12]([C:23]#[C:24][CH2:25][CH2:26][CH2:27][CH3:28])[C:13]([NH:17][CH2:18][CH2:19][CH2:20][CH2:21][CH3:22])=[CH:14][CH:15]=2)[CH:10]=[CH:9][C:8]=1[NH:29][CH2:30][CH2:31][CH2:32][CH2:33][CH3:34])#[C:2][CH2:3][CH2:4][CH2:5][CH3:6].[OH-].[K+], predict the reaction product. The product is: [CH2:25]([C:24]1[N:17]([CH2:18][CH2:19][CH2:20][CH2:21][CH3:22])[C:13]2[CH:14]=[CH:15][C:16]3[C:11]([C:12]=2[CH:23]=1)=[CH:10][CH:9]=[C:8]1[C:7]=3[CH:1]=[C:2]([CH2:3][CH2:4][CH2:5][CH3:6])[N:29]1[CH2:30][CH2:31][CH2:32][CH2:33][CH3:34])[CH2:26][CH2:27][CH3:28].